From a dataset of Drug-target binding data from BindingDB using IC50 measurements. Regression. Given a target protein amino acid sequence and a drug SMILES string, predict the binding affinity score between them. We predict pIC50 (pIC50 = -log10(IC50 in M); higher means more potent). Dataset: bindingdb_ic50. (1) The drug is CCCCC[C@@H]1N=C(N)O[C@@H]1C. The target protein (Q9Z0J4) has sequence MEEHTFGVQQIQPNVISVRLFKRKVGGLGFLVKERVSKPPVIISDLIRGGAAEQSGLIQAGDIILAVNDRPLVDLSYDSALEVLRGIASETHVVLILRGPEGFTTHLETTFTGDGTPKTIRVTQPLGTPTKAVDLSRQPSASKDQPLAVDRVPGPSNGPQHAQGRGQGAGSVSQANGVAIDPTMKNTKANLQDSGEQDELLKEIEPVLSILTGGGKAVNRGGPAKAEMKDTGIQVDRDLDGKLHKAPPLGGENDRVFNDLWGKGNVPVVLNNPYSENEQSPASGKQSPTKNGSPSRCPRFLKVKNWETDVVLTDTLHLKSTLETGCTEQICMGSIMLPSHHIRKSEDVRTKDQLFPLAKEFLDQYYSSIKRFGSKAHMDRLEEVNKEIESTSTYQLKDTELIYGAKHAWRNASRCVGRIQWSKLQVFDARDCTTAHGMFNYICNHVKYATNKGNLRSAITIFPQRTDGKHDFRVWNSQLIRYAGYKQPDGSTLGDPANVE.... The pIC50 is 5.4. (2) The small molecule is O=C(Nc1ccc(S(=O)(=O)NC2CCOC2=O)cc1)c1sccc1Br. The target protein sequence is MKYLPILVVEDDADLREAIVDTLSLAGYPTLEAADGGSALQKLAQEPVGLIISDAQMAPMDGYDLFEEAKKRYPGVPFILMTAYGVIERAIELLRAGAAHYLLKPFEPQSLLAEVDKHLLAMPGDGGGEVVAESAAMRQLFALAGRVAQSDASVMISGPSGSGKEVLARYIHRHSKRGSGPFVAVNCAAIPDNLLESTLFGHERGAFTGAAQALPGKFEQAQGGTILLDEVTEMPLPLQAKLLRVLQEREVERIGATRTIKLDIRVLATSNRDLQAAVEAGNFREDLYFRLNVFPLRIPALAERPEDILPLARFLLKKHAEAAGRASLVFSRDAERHLTAYSWEGNIRELDNVVQRAVILAAGAEILAADLMLGDIAGVGQFTRAESESDSSVSGETDMKTLEKRHILETLAAVGGVKKLAAEKLGISERTLRYKLQRYRDEDAADAGGNVPEGSGTE. The pIC50 is 4.9. (3) The pIC50 is 5.0. The target protein (P28272) has sequence MTASLTTKFLNNTYENPFMNASGVHCMTTQELDELANSKAGAFITKSATTLEREGNPEPRYISVPLGSINSMGLPNEGIDYYLSYVLNRQKNYPDAPAIFFSVAGMSIDENLNLLRKIQDSEFNGITELNLSCPNVPGKPQVAYDFDLTKETLEKVFAFFKKPLGVKLPPYFDFAHFDIMAKILNEFPLAYVNSINSIGNGLFIDVEKESVVVKPKNGFGGIGGEYVKPTALANVRAFYTRLRPEIKVIGTGGIKSGKDAFEHLLCGASMLQIGTELQKEGVKIFERIEKELKDIMEAKGYTSIDQFRGKLNSI. The compound is CCCCCCCCCCCCc1cc(=O)c2ccccc2n1O. (4) The drug is CN(CC1=Nc2c(N)nc(N)nc2N(C)C1)c1ccc(C(=O)N[C@@H](CCC(=O)O)C(=O)O)cc1. The target protein (P00469) has sequence MLEQPYLDLAKKVLDEGHFKPDRTHTGTYSIFGHQMRFDLSKGFPLLTTKKVPFGLIKSELLWFLHGDTNIRFLLQHRNHIWDEWAFEKWVKSDEYHGPDMTDFGHRSQKDPEFAAVYHEEMAKFDDRVLHDDAFAAKYGDLGLVYGSQWRAWHTSKGDTIDQLGDVIEQIKTHPYSRRLIVSAWNPEDVPTMALPPCHTLYQFYVNDGKLSLQLYQRSADIFLGVPFNIASYALLTHLVAHECGLEVGEFIHTFGDAHLYVNHLDQIKEQLSRTPRPAPTLQLNPDKHDIFDFDMKDIKLLNYDPYPAIKAPVAV. The pIC50 is 5.4. (5) The drug is COc1cccc(C(=O)Nc2ccc3c(c2)CC(NS(=O)(=O)c2ccccc2)C3)c1-c1ccc(Cl)cc1. The target protein (P04114) has sequence MDPPRPALLALLALPALLLLLLAGARAEEEMLENVSLVCPKDATRFKHLRKYTYNYEAESSSGVPGTADSRSATRINCKVELEVPQLCSFILKTSQCTLKEVYGFNPEGKALLKKTKNSEEFAAAMSRYELKLAIPEGKQVFLYPEKDEPTYILNIKRGIISALLVPPETEEAKQVLFLDTVYGNCSTHFTVKTRKGNVATEISTERDLGQCDRFKPIRTGISPLALIKGMTRPLSTLISSSQSCQYTLDAKRKHVAEAICKEQHLFLPFSYKNKYGMVAQVTQTLKLEDTPKINSRFFGEGTKKMGLAFESTKSTSPPKQAEAVLKTLQELKKLTISEQNIQRANLFNKLVTELRGLSDEAVTSLLPQLIEVSSPITLQALVQCGQPQCSTHILQWLKRVHANPLLIDVVTYLVALIPEPSAQQLREIFNMARDQRSRATLYALSHAVNNYHKTNPTGTQELLDIANYLMEQIQDDCTGDEDYTYLILRVIGNMGQTME.... The pIC50 is 8.7. (6) The compound is CC(C)[C@H](Cc1ccc(C(F)(F)F)cc1)C(=O)NC[C@@]1(C2CC2)NC(=O)NC1=O. The target protein sequence is MRLEWASLLLLLLLLCASCLALAADNPAAAPAQDKTRQPRAAAAAAQPDQRQWEETQERGHPQPLARQRRSSGLVQNIDQLYSGGGKVGYLVYAGGRRFLLDLERDDTVGAAGGIVTAGGLSASSGHRGHCFYRGTVDGSPRSLAVFDLCGGLDGFFAVKHARYTLKPLLRGSWAESERVYGDGSSRILHVYTREGFSFEALPPRTSCETPASPSGAQESPSVHSSSRRRTELAPQLLDHSAFSPAGNAGPQTWWRRRRRSISRARQVELLLVADSSMAKMYGRGLQHYLLTLASIANRLYSHASIENHIRLAVVKVVVLTDKSLEVSKNAATTLKNFCKWQHQHNQLGDDHEEHYDAAILFTREDLCGHHSCDTLGMADVGTICSPERSCAVIEDDGLHAAFTVAHEIGHLLGLSHDDSKFCEENFGSTEDKRLMSSILTSIDASKPWSKCTSATITEFLDDGHGNCLLDVPRKQILGPEELPGQTYDATQQCNLTFGP.... The pIC50 is 6.8. (7) The compound is CNC(=O)C(CCc1ccccc1)NC(=O)C(CC(=O)NO)CC(C)C. The target protein sequence is FVLTEGNPRWEQTHLTYRIENYTPDLPRADVDHAIEKAFQLWSNVTPLTFTKVSEGQADIMISFVRGDHRDNSPFDGPGGNLAHAFQPGPGIGGDAHFDEDERWTNNFREYNLHRVAAHELGHSLGLSHSTDIGALMYPSYTFSGDVQLAQDDIDGIQAIYGRSQNPVQ. The pIC50 is 8.0. (8) The small molecule is O=C(NCc1ccc(Cl)cc1)c1cc2ccccc2n1Cc1ccccc1. The target protein (Q12794) has sequence MAAHLLPICALFLTLLDMAQGFRGPLLPNRPFTTVWNANTQWCLERHGVDVDVSVFDVVANPGQTFRGPDMTIFYSSQLGTYPYYTPTGEPVFGGLPQNASLIAHLARTFQDILAAIPAPDFSGLAVIDWEAWRPRWAFNWDTKDIYRQRSRALVQAQHPDWPAPQVEAVAQDQFQGAARAWMAGTLQLGRALRPRGLWGFYGFPDCYNYDFLSPNYTGQCPSGIRAQNDQLGWLWGQSRALYPSIYMPAVLEGTGKSQMYVQHRVAEAFRVAVAAGDPNLPVLPYVQIFYDTTNHFLPLDELEHSLGESAAQGAAGVVLWVSWENTRTKESCQAIKEYMDTTLGPFILNVTSGALLCSQALCSGHGRCVRRTSHPKALLLLNPASFSIQLTPGGGPLSLRGALSLEDQAQMAVEFKCRCYPGWQAPWCERKSMW. The pIC50 is 4.5.